Dataset: Reaction yield outcomes from USPTO patents with 853,638 reactions. Task: Predict the reaction yield, written as a fraction of the theoretical maximum amount of product (1.0 means a 100% yield; for example, 0.34 means a 34% yield). (1) The reactants are [NH2:1][CH2:2][C:3]1[CH:7]=[N:6][N:5]([CH2:8][C@@H:9]2[C@H:12]([NH:13][C:14](=[O:30])/[C:15](=[N:22]\[O:23][C:24]([CH3:29])([CH3:28])[C:25]([OH:27])=[O:26])/[C:16]3[N:17]=[C:18]([NH2:21])[S:19][CH:20]=3)[C:11](=[O:31])[N:10]2[S:32]([OH:35])(=[O:34])=[O:33])[N:4]=1.Cl.C([C:39]([NH2:41])=O)C.CCN(C(C)C)C(C)C. The catalyst is CN(C=O)C. The product is [NH2:21][C:18]1[S:19][CH:20]=[C:16](/[C:15](=[N:22]/[O:23][C:24]([CH3:29])([CH3:28])[C:25]([OH:27])=[O:26])/[C:14]([NH:13][C@@H:12]2[C:11](=[O:31])[N:10]([S:32]([OH:35])(=[O:34])=[O:33])[C@@H:9]2[CH2:8][N:5]2[N:4]=[C:3]([CH2:2][NH:1][CH:39]=[NH:41])[CH:7]=[N:6]2)=[O:30])[N:17]=1. The yield is 0.180. (2) The reactants are Cl.[CH:2]1([C:5]2[N:6]=[CH:7][C:8]([O:11][C@H:12]3[CH2:22][N:15]4[C:16](=[O:21])[CH2:17][CH2:18][NH:19][CH2:20][C@H:14]4[CH2:13]3)=[N:9][CH:10]=2)[CH2:4][CH2:3]1.[F:23][C:24]([F:35])([F:34])[O:25][C:26]1[CH:33]=[CH:32][C:29]([CH:30]=O)=[CH:28][CH:27]=1.C(N(CC)CC)C.C(O[BH-](OC(=O)C)OC(=O)C)(=O)C.[Na+]. The catalyst is ClCCl. The product is [CH:2]1([C:5]2[N:6]=[CH:7][C:8]([O:11][C@H:12]3[CH2:22][N:15]4[C:16](=[O:21])[CH2:17][CH2:18][N:19]([CH2:30][C:29]5[CH:32]=[CH:33][C:26]([O:25][C:24]([F:23])([F:34])[F:35])=[CH:27][CH:28]=5)[CH2:20][C@H:14]4[CH2:13]3)=[N:9][CH:10]=2)[CH2:4][CH2:3]1. The yield is 0.500. (3) The yield is 0.500. The catalyst is CCOC(C)=O.[Cu]I. The product is [C:1]([CH:3]1[CH2:8][CH2:7][N:6]([C:9]([C@H:11]([NH:16][C:17]([C:19]2[C:27]3[C:22](=[N:23][CH:24]=[C:25]([O:37][CH:38]4[CH2:39][CH2:40][CH2:41][CH2:42][CH2:47]4)[N:26]=3)[N:21]([CH2:29][O:30][CH2:31][CH2:32][Si:33]([CH3:36])([CH3:35])[CH3:34])[CH:20]=2)=[O:18])[C:12]([CH3:15])([CH3:14])[CH3:13])=[O:10])[CH2:5][CH2:4]1)#[N:2]. The reactants are [C:1]([CH:3]1[CH2:8][CH2:7][N:6]([C:9]([C@H:11]([NH:16][C:17]([C:19]2[C:27]3[C:22](=[N:23][CH:24]=[C:25](Br)[N:26]=3)[N:21]([CH2:29][O:30][CH2:31][CH2:32][Si:33]([CH3:36])([CH3:35])[CH3:34])[CH:20]=2)=[O:18])[C:12]([CH3:15])([CH3:14])[CH3:13])=[O:10])[CH2:5][CH2:4]1)#[N:2].[OH:37][C:38]1[CH:39]=[CH:40][CH:41]=[C:42]2[C:47]=1N=CC=C2.[O-]P([O-])([O-])=O.[K+].[K+].[K+].C1(O)CCCCC1. (4) The reactants are Cl.[CH3:2][C:3]1([CH3:14])[CH2:12][CH2:11][CH2:10][C:9]2[C:8]([NH2:13])=[CH:7][CH:6]=[CH:5][C:4]1=2.C(N(CC)CC)C.[F:22][C:23]1[N:27]([CH3:28])[N:26]=[C:25]([CH:29]([F:31])[F:30])[C:24]=1[C:32](Cl)=[O:33]. The catalyst is C(Cl)Cl.CN(C1C=CN=CC=1)C. The product is [F:22][C:23]1[N:27]([CH3:28])[N:26]=[C:25]([CH:29]([F:30])[F:31])[C:24]=1[C:32]([NH:13][C:8]1[C:9]2[CH2:10][CH2:11][CH2:12][C:3]([CH3:14])([CH3:2])[C:4]=2[CH:5]=[CH:6][CH:7]=1)=[O:33]. The yield is 0.700. (5) The reactants are [Br:1][C:2]1[C:10]2[C:5](=[CH:6][N:7]=[C:8]([CH:11]=[O:12])[CH:9]=2)[O:4][CH:3]=1.[OH:13]P([O-])(O)=O.[K+]. The catalyst is C1COCC1.CC(O)(C)C.O. The product is [Br:1][C:2]1[C:10]2[C:5](=[CH:6][N:7]=[C:8]([C:11]([OH:13])=[O:12])[CH:9]=2)[O:4][CH:3]=1. The yield is 0.990. (6) The reactants are [NH2:1][C:2]1[S:3][CH:4]=[C:5]([CH2:7][NH:8][C:9]2[N:14]=[C:13]([CH3:15])[N:12]=[C:11]([NH:16][NH2:17])[C:10]=2[F:18])[N:6]=1.[CH:19]1([CH2:24][C@H:25]([CH2:29][N:30]([CH:38]=[O:39])[O:31][CH:32]2[CH2:37][CH2:36][CH2:35][CH2:34][O:33]2)[C:26](O)=[O:27])[CH2:23][CH2:22][CH2:21][CH2:20]1.C1C=NC2N(O)N=NC=2C=1.CN1CCOCC1.C(Cl)CCl. The catalyst is CN(C=O)C. The product is [NH2:1][C:2]1[S:3][CH:4]=[C:5]([CH2:7][NH:8][C:9]2[N:14]=[C:13]([CH3:15])[N:12]=[C:11]([NH:16][NH:17][C:26](=[O:27])[C@H:25]([CH2:24][CH:19]3[CH2:20][CH2:21][CH2:22][CH2:23]3)[CH2:29][N:30]([O:31][CH:32]3[CH2:37][CH2:36][CH2:35][CH2:34][O:33]3)[CH:38]=[O:39])[C:10]=2[F:18])[N:6]=1. The yield is 0.460. (7) The reactants are [F:1][C:2]([F:7])([F:6])[C:3]([OH:5])=[O:4].[F:8][C:9]([F:14])([F:13])[C:10]([OH:12])=[O:11].F[C:16](F)(F)[C:17](O)=[O:18].[Cl:22][C:23]1[CH:24]=[N:25][C:26]2[NH:27][C:28]3[CH:29]=[N:30][CH:31]=[C:32]([CH:54]=3)[CH2:33][CH2:34][C:35]3[CH:43]=[C:39]([NH:40][C:41]=1[N:42]=2)[CH:38]=[CH:37][C:36]=3[O:44][CH2:45][C:46](=[O:53])[N:47]1[CH2:52][CH2:51][NH:50][CH2:49][CH2:48]1.C(Cl)(=O)C. No catalyst specified. The product is [F:1][C:2]([F:7])([F:6])[C:3]([OH:5])=[O:4].[F:8][C:9]([F:14])([F:13])[C:10]([OH:12])=[O:11].[C:17]([N:50]1[CH2:51][CH2:52][N:47]([C:46](=[O:53])[CH2:45][O:44][C:36]2[CH:37]=[CH:38][C:39]3[NH:40][C:41]4[N:42]=[C:26]([NH:27][C:28]5[CH:29]=[N:30][CH:31]=[C:32]([CH:54]=5)[CH2:33][CH2:34][C:35]=2[CH:43]=3)[N:25]=[CH:24][C:23]=4[Cl:22])[CH2:48][CH2:49]1)(=[O:18])[CH3:16]. The yield is 0.880. (8) The reactants are [NH3:1].CO.[Cl:4][C:5]1[CH:10]=[C:9](Cl)[N:8]=[C:7]([CH3:12])[N:6]=1. The catalyst is O1CCOCC1. The product is [Cl:4][C:5]1[N:6]=[C:7]([CH3:12])[N:8]=[C:9]([NH2:1])[CH:10]=1. The yield is 0.580.